From a dataset of Catalyst prediction with 721,799 reactions and 888 catalyst types from USPTO. Predict which catalyst facilitates the given reaction. (1) Product: [OH:22][B:18]1[C:10]2[CH:11]=[C:12]([C:15](=[O:17])[CH3:16])[CH:13]=[CH:14][C:9]=2[C:20]([CH3:25])([CH3:26])[O:19]1. The catalyst class is: 1. Reactant: C(OCOC([C:9]1[CH:14]=[CH:13][C:12]([C:15](=[O:17])[CH3:16])=[CH:11][C:10]=1[B:18]1[O:22]C(C)(C)[C:20]([CH3:26])([CH3:25])[O:19]1)(C)C)C.Cl.O. (2) Reactant: Br[C:2]1[CH:7]=[CH:6][C:5]([NH:8][C:9](=[O:18])[O:10][CH2:11][C:12]2[CH:17]=[CH:16][CH:15]=[CH:14][CH:13]=2)=[C:4]([CH3:19])[CH:3]=1.CC1(C)C(C)(C)OB([C:28]2[CH2:33][CH2:32][N:31]([C:34]([O:36][C:37]([CH3:40])([CH3:39])[CH3:38])=[O:35])[CH2:30][CH:29]=2)O1.C(=O)([O-])[O-].[K+].[K+]. Product: [CH2:11]([O:10][C:9]([NH:8][C:5]1[CH:6]=[CH:7][C:2]([C:28]2[CH2:33][CH2:32][N:31]([C:34]([O:36][C:37]([CH3:40])([CH3:39])[CH3:38])=[O:35])[CH2:30][CH:29]=2)=[CH:3][C:4]=1[CH3:19])=[O:18])[C:12]1[CH:17]=[CH:16][CH:15]=[CH:14][CH:13]=1. The catalyst class is: 3. (3) Reactant: [Br:1][C:2]1[CH:9]=[C:6]([CH:7]=[O:8])[C:5]([OH:10])=[CH:4][CH:3]=1.[CH2:11](Br)[C:12]1[CH:17]=[CH:16][CH:15]=[CH:14][CH:13]=1.C([O-])([O-])=O.[K+].[K+].CCOCC. Product: [CH2:11]([O:10][C:5]1[CH:4]=[CH:3][C:2]([Br:1])=[CH:9][C:6]=1[CH:7]=[O:8])[C:12]1[CH:17]=[CH:16][CH:15]=[CH:14][CH:13]=1. The catalyst class is: 18. (4) Reactant: [Cl:1][C:2]1[C:10]2[C:5](=[CH:6][C:7]([S:11]([NH:14][C@H:15]3[CH2:19][CH2:18][N:17]([C:20]4[CH:21]=[C:22]5[C:27](=[CH:28][CH:29]=4)[CH2:26][N:25]([C:30]([O:32]C(C)(C)C)=[O:31])[CH2:24][CH2:23]5)[C:16]3=[O:37])(=[O:13])=[O:12])=[CH:8][CH:9]=2)[N:4]([Si](C(C)C)(C(C)C)C(C)C)[CH:3]=1.C(O)(=O)C.[F-].C([N+](CC)(CC)CC)C.[Cl-].[NH4+]. Product: [CH:30]([OH:32])=[O:31].[Cl:1][C:2]1[C:10]2[C:5](=[CH:6][C:7]([S:11]([NH:14][C@H:15]3[CH2:19][CH2:18][N:17]([C:20]4[CH:21]=[C:22]5[C:27](=[CH:28][CH:29]=4)[CH2:26][NH:25][CH2:24][CH2:23]5)[C:16]3=[O:37])(=[O:13])=[O:12])=[CH:8][CH:9]=2)[NH:4][CH:3]=1. The catalyst class is: 1. (5) Reactant: [Cl:1][C:2]1[CH:7]=[CH:6][C:5]([C@@H:8]([O:11][Si](CC)(CC)CC)[CH2:9]I)=[CH:4][C:3]=1[NH:19][S:20]([CH3:23])(=[O:22])=[O:21].CCCC[N+](CCCC)(CCCC)CCCC.[F-].C1COCC1. Product: [Cl:1][C:2]1[CH:7]=[CH:6][C:5]([C@@H:8]2[CH2:9][O:11]2)=[CH:4][C:3]=1[NH:19][S:20]([CH3:23])(=[O:22])=[O:21]. The catalyst class is: 1. (6) Reactant: [CH3:1][C@@H:2]1[CH2:6][CH2:5][CH2:4][N:3]1[C:7]1[C:8]([C:21]2[CH:26]=[CH:25][CH:24]=[CH:23][CH:22]=2)=[N:9][C:10]2[C:15]([N:16]=1)=[CH:14][C:13]([C:17]([O:19]C)=[O:18])=[CH:12][CH:11]=2.[OH-].[Na+]. Product: [CH3:1][C@@H:2]1[CH2:6][CH2:5][CH2:4][N:3]1[C:7]1[C:8]([C:21]2[CH:26]=[CH:25][CH:24]=[CH:23][CH:22]=2)=[N:9][C:10]2[C:15]([N:16]=1)=[CH:14][C:13]([C:17]([OH:19])=[O:18])=[CH:12][CH:11]=2. The catalyst class is: 24. (7) Reactant: C[O:2][C:3]([C:5]1[CH:10]=[CH:9][C:8]([C:11]2[CH:16]=[CH:15][C:14]([O:17][CH2:18][O:19][CH2:20][CH2:21][O:22][CH3:23])=[CH:13][CH:12]=2)=[CH:7][CH:6]=1)=[O:4].CO.[OH-].[Na+].Cl. Product: [CH3:23][O:22][CH2:21][CH2:20][O:19][CH2:18][O:17][C:14]1[CH:15]=[CH:16][C:11]([C:8]2[CH:9]=[CH:10][C:5]([C:3]([OH:4])=[O:2])=[CH:6][CH:7]=2)=[CH:12][CH:13]=1. The catalyst class is: 6. (8) Reactant: [CH3:1][C@H:2]1[CH2:7][N:6]2[N:8]=[CH:9][C:10]([N:11]3[CH2:15][CH:14]([C:16]4[CH:21]=[CH:20][CH:19]=[CH:18][N:17]=4)[O:13][C:12]3=[O:22])=[C:5]2[CH2:4][NH:3]1.CCN(C(C)C)C(C)C.[F:32][C:33]1[CH:34]=[C:35]([NH:41][C:42](=O)[O:43]C2C=CC=CC=2)[CH:36]=[C:37]([F:40])[C:38]=1[F:39]. Product: [CH3:1][C@H:2]1[CH2:7][N:6]2[N:8]=[CH:9][C:10]([N:11]3[CH2:15][CH:14]([C:16]4[CH:21]=[CH:20][CH:19]=[CH:18][N:17]=4)[O:13][C:12]3=[O:22])=[C:5]2[CH2:4][N:3]1[C:42]([NH:41][C:35]1[CH:36]=[C:37]([F:40])[C:38]([F:39])=[C:33]([F:32])[CH:34]=1)=[O:43]. The catalyst class is: 3. (9) Reactant: [Cl:1][C:2]1[CH:7]=[C:6]([C:8](OCC2C=CC=CC=2)(OCC2C=CC=CC=2)[O:9]CC2C=CC=CC=2)[CH:5]=[C:4]([Cl:33])[C:3]=1[N:34]1[CH2:39][CH:38]([CH2:40][C:41]2[CH:46]=[CH:45][C:44]([F:47])=[CH:43][C:42]=2[F:48])[CH2:37][CH2:36][C:35]1=[O:49].FC(F)(F)C(O)=O.C(=O)([O-])O.[Na+]. Product: [Cl:1][C:2]1[CH:7]=[C:6]([CH2:8][OH:9])[CH:5]=[C:4]([Cl:33])[C:3]=1[N:34]1[CH2:39][CH:38]([CH2:40][C:41]2[CH:46]=[CH:45][C:44]([F:47])=[CH:43][C:42]=2[F:48])[CH2:37][CH2:36][C:35]1=[O:49]. The catalyst class is: 34. (10) Reactant: C(OC([N:8]1[CH2:13][CH2:12][CH:11]([CH2:14][CH2:15][O:16][C:17]2[CH:22]=[CH:21][C:20]([N:23]3[C:27]([NH:28][C:29]([NH:31][C:32]4[CH:37]=[CH:36][C:35]([O:38][C:39]5[CH:40]=[N:41][CH:42]=[CH:43][CH:44]=5)=[CH:34][CH:33]=4)=[O:30])=[CH:26][C:25]([C:45]([CH3:48])([CH3:47])[CH3:46])=[N:24]3)=[CH:19][CH:18]=2)[CH2:10][CH2:9]1)=O)(C)(C)C.FC(F)(F)C(O)=O. Product: [C:45]([C:25]1[CH:26]=[C:27]([NH:28][C:29]([NH:31][C:32]2[CH:33]=[CH:34][C:35]([O:38][C:39]3[CH:40]=[N:41][CH:42]=[CH:43][CH:44]=3)=[CH:36][CH:37]=2)=[O:30])[N:23]([C:20]2[CH:21]=[CH:22][C:17]([O:16][CH2:15][CH2:14][CH:11]3[CH2:12][CH2:13][NH:8][CH2:9][CH2:10]3)=[CH:18][CH:19]=2)[N:24]=1)([CH3:48])([CH3:46])[CH3:47]. The catalyst class is: 2.